Dataset: Forward reaction prediction with 1.9M reactions from USPTO patents (1976-2016). Task: Predict the product of the given reaction. (1) Given the reactants [Al+3].[Cl-].[Cl-].[Cl-].[CH:5]([C:8]1[CH:16]=[C:15]2[C:11]([CH2:12][CH:13]([CH3:18])[C:14]2=[O:17])=[CH:10][C:9]=1[O:19][C:20]1[C:25]([F:26])=[C:24]([F:27])[C:23]([F:28])=[C:22]([F:29])[C:21]=1[F:30])([CH3:7])[CH3:6].[Br:31]Br, predict the reaction product. The product is: [Br:31][C:10]1[C:9]([O:19][C:20]2[C:21]([F:30])=[C:22]([F:29])[C:23]([F:28])=[C:24]([F:27])[C:25]=2[F:26])=[C:8]([CH:5]([CH3:6])[CH3:7])[CH:16]=[C:15]2[C:11]=1[CH2:12][CH:13]([CH3:18])[C:14]2=[O:17]. (2) Given the reactants C[O:2][C:3](=O)[CH2:4][CH2:5][CH2:6][CH:7]1[CH2:11][CH2:10][CH:9]([C:12]2[CH:17]=[CH:16][C:15]([F:18])=[CH:14][CH:13]=2)[N:8]1[S:19]([C:22]1[CH:27]=[CH:26][C:25]([CH3:28])=[CH:24][CH:23]=1)(=[O:21])=[O:20].[H-].[Al+3].[Li+].[H-].[H-].[H-], predict the reaction product. The product is: [F:18][C:15]1[CH:14]=[CH:13][C:12]([CH:9]2[N:8]([S:19]([C:22]3[CH:23]=[CH:24][C:25]([CH3:28])=[CH:26][CH:27]=3)(=[O:21])=[O:20])[CH:7]([CH2:6][CH2:5][CH2:4][CH2:3][OH:2])[CH2:11][CH2:10]2)=[CH:17][CH:16]=1. (3) Given the reactants C[O:2][C:3](=[O:36])[CH2:4][N:5]1[CH2:10][CH2:9][N:8]([CH:11]([C:29]2[CH:34]=[CH:33][CH:32]=[CH:31][C:30]=2[NH2:35])[CH2:12][O:13][CH2:14][C:15]2[CH:20]=[C:19]([C:21]([F:24])([F:23])[F:22])[CH:18]=[C:17]([C:25]([F:28])([F:27])[F:26])[CH:16]=2)[CH2:7][CH2:6]1.[OH-].[K+], predict the reaction product. The product is: [NH2:35][C:30]1[CH:31]=[CH:32][CH:33]=[CH:34][C:29]=1[CH:11]([N:8]1[CH2:7][CH2:6][N:5]([CH2:4][C:3]([OH:36])=[O:2])[CH2:10][CH2:9]1)[CH2:12][O:13][CH2:14][C:15]1[CH:20]=[C:19]([C:21]([F:22])([F:23])[F:24])[CH:18]=[C:17]([C:25]([F:26])([F:27])[F:28])[CH:16]=1.